From a dataset of Catalyst prediction with 721,799 reactions and 888 catalyst types from USPTO. Predict which catalyst facilitates the given reaction. (1) Reactant: [F:1][C:2]1[CH:3]=[C:4]([S:8]([C:11]2[CH:19]=[CH:18][C:17]3[N:16]([CH3:20])[C:15]4[CH2:21][CH:22]5[NH:26][CH:25]([C:14]=4[C:13]=3[C:12]=2C(OC(C)(C)C)=O)[CH2:24][CH2:23]5)(=[O:10])=[O:9])[CH:5]=[CH:6][CH:7]=1.[ClH:34]. Product: [ClH:34].[F:1][C:2]1[CH:3]=[C:4]([S:8]([C:11]2[CH:12]=[C:13]3[C:17](=[CH:18][CH:19]=2)[N:16]([CH3:20])[C:15]2[CH2:21][CH:22]4[NH:26][CH:25]([C:14]3=2)[CH2:24][CH2:23]4)(=[O:9])=[O:10])[CH:5]=[CH:6][CH:7]=1. The catalyst class is: 12. (2) Reactant: [F:1][C:2]1[CH:7]=[CH:6][C:5]([N:8]2[C:13]([CH:14]([CH3:16])[CH3:15])=[CH:12][CH:11]=[C:10]([C:17]#N)[C:9]2=[O:19])=[CH:4][CH:3]=1.S(=O)(=O)(O)[OH:21].[OH-:25].[Na+]. Product: [F:1][C:2]1[CH:7]=[CH:6][C:5]([N:8]2[C:13]([CH:14]([CH3:16])[CH3:15])=[CH:12][CH:11]=[C:10]([C:17]([OH:21])=[O:25])[C:9]2=[O:19])=[CH:4][CH:3]=1. The catalyst class is: 6. (3) Reactant: Br[C:2]1[CH:7]=[N:6][C:5]2=[N:8][S:9][N:10]=[C:4]2[CH:3]=1.[C:11]1(/[CH:17]=[CH:18]/B(O)O)[CH:16]=[CH:15][CH:14]=[CH:13][CH:12]=1.O1CCOCC1.C(=O)([O-])[O-].[K+].[K+]. Product: [C:11]1(/[CH:17]=[CH:18]/[C:2]2[CH:7]=[N:6][C:5]3=[N:8][S:9][N:10]=[C:4]3[CH:3]=2)[CH:16]=[CH:15][CH:14]=[CH:13][CH:12]=1. The catalyst class is: 6. (4) Reactant: [Br:1][C:2]1[CH:13]=[CH:12][C:5]([O:6][C@@H:7]([CH3:11])[C:8]([NH2:10])=O)=[CH:4][CH:3]=1.B. Product: [Br:1][C:2]1[CH:13]=[CH:12][C:5]([O:6][C@@H:7]([CH3:11])[CH2:8][NH2:10])=[CH:4][CH:3]=1. The catalyst class is: 1. (5) Reactant: Br[N:2]1[C:10]2[C:5](=[CH:6][CH:7]=[CH:8][CH:9]=2)[C:4]([CH3:11])=[C:3]1[C:12]1[C:17]([F:18])=[CH:16][CH:15]=[CH:14][C:13]=1[F:19].[CH3:20][O:21][C:22]1[N:27]=[CH:26][C:25](B(O)O)=[C:24]([CH3:31])[CH:23]=1.C(=O)([O-])[O-].[K+].[K+].O. Product: [F:19][C:13]1[CH:14]=[CH:15][CH:16]=[C:17]([F:18])[C:12]=1[C:3]1[NH:2][C:10]2[C:5]([C:4]=1[CH3:11])=[CH:6][C:7]([C:25]1[CH:26]=[N:27][C:22]([O:21][CH3:20])=[CH:23][C:24]=1[CH3:31])=[CH:8][CH:9]=2. The catalyst class is: 77. (6) Reactant: [NH2:1][C@H:2]1[CH2:7][CH2:6][CH2:5][N:4]([C:8]([O:10][C:11]([CH3:14])([CH3:13])[CH3:12])=[O:9])[CH2:3]1.C(O[C:18]1(O[Si](C)(C)C)[CH2:20][CH2:19]1)C.C(O)(=O)C.C([BH3-])#N.[Na+]. Product: [CH:18]1([NH:1][C@H:2]2[CH2:7][CH2:6][CH2:5][N:4]([C:8]([O:10][C:11]([CH3:14])([CH3:13])[CH3:12])=[O:9])[CH2:3]2)[CH2:20][CH2:19]1. The catalyst class is: 191. (7) Reactant: [C:1]([C:3]1[CH:11]=[CH:10][C:6]([C:7]([OH:9])=O)=[CH:5][CH:4]=1)#[N:2].[NH2:12][C@H:13]([CH2:18]O)[C:14]([CH3:17])([CH3:16])[CH3:15]. Product: [C:14]([C@H:13]1[CH2:18][O:9][C:7]([C:6]2[CH:5]=[CH:4][C:3]([C:1]#[N:2])=[CH:11][CH:10]=2)=[N:12]1)([CH3:17])([CH3:16])[CH3:15]. The catalyst class is: 159.